This data is from Reaction yield outcomes from USPTO patents with 853,638 reactions. The task is: Predict the reaction yield, written as a fraction of the theoretical maximum amount of product (1.0 means a 100% yield; for example, 0.34 means a 34% yield). (1) The reactants are [C:1]([C:5]1[CH:13]=[CH:12][C:8]([C:9](Cl)=[O:10])=[CH:7][CH:6]=1)([CH3:4])([CH3:3])[CH3:2].[N+:14]([C:17]1[CH:23]=[CH:22][CH:21]=[CH:20][C:18]=1[NH2:19])([O-:16])=[O:15]. No catalyst specified. The product is [N+:14]([C:17]1[CH:23]=[CH:22][CH:21]=[CH:20][C:18]=1[NH:19][C:9](=[O:10])[C:8]1[CH:12]=[CH:13][C:5]([C:1]([CH3:4])([CH3:3])[CH3:2])=[CH:6][CH:7]=1)([O-:16])=[O:15]. The yield is 1.00. (2) The reactants are C(OC([N:8]1[CH2:12][CH2:11][CH2:10][C@H:9]1[C:13](=[O:25])[NH:14][C:15]1[CH:16]=[CH:17][CH:18]=[C:19]2[C:24]=1[N:23]=[CH:22][CH:21]=[CH:20]2)=O)(C)(C)C.Cl.[OH-].[Na+]. The catalyst is O1CCOCC1. The product is [N:23]1[C:24]2[C:19](=[CH:18][CH:17]=[CH:16][C:15]=2[NH:14][C:13]([C@@H:9]2[CH2:10][CH2:11][CH2:12][NH:8]2)=[O:25])[CH:20]=[CH:21][CH:22]=1. The yield is 0.950. (3) The reactants are [CH2:1]([N:5]1[C:14]2[C:9](=[N:10][CH:11]=[C:12]([CH2:15][C:16]3[CH:21]=[CH:20][C:19]([F:22])=[CH:18][CH:17]=3)[CH:13]=2)[C:8]([OH:23])=[C:7]([C:24](OCC)=[O:25])[C:6]1=[O:29])[CH2:2][CH2:3][CH3:4].[NH2:30][CH2:31][CH2:32][N:33]([CH3:38])[S:34]([CH3:37])(=[O:36])=[O:35]. No catalyst specified. The product is [CH2:1]([N:5]1[C:14]2[C:9](=[N:10][CH:11]=[C:12]([CH2:15][C:16]3[CH:17]=[CH:18][C:19]([F:22])=[CH:20][CH:21]=3)[CH:13]=2)[C:8]([OH:23])=[C:7]([C:24]([NH:30][CH2:31][CH2:32][N:33]([CH3:38])[S:34]([CH3:37])(=[O:36])=[O:35])=[O:25])[C:6]1=[O:29])[CH2:2][CH2:3][CH3:4]. The yield is 0.550. (4) The reactants are C[O:2][CH2:3][C@H:4]([CH3:35])[O:5][C:6]1[CH:7]=[C:8]([C:23]2[NH:27][C:26]([C:28]3[O:29][CH2:30][C@@H:31]([CH2:33][OH:34])[N:32]=3)=[CH:25][CH:24]=2)[CH:9]=[C:10]([O:12][C:13]2[CH:14]=[N:15][C:16]([S:19]([CH3:22])(=[O:21])=[O:20])=[CH:17][CH:18]=2)[CH:11]=1.B(Br)(Br)Br.C(=O)([O-])O.[Na+]. The catalyst is C(Cl)Cl. The product is [OH:34][CH2:33][C@@H:31]1[CH2:30][O:29][C:28]([C:26]2[NH:27][C:23]([C:8]3[CH:7]=[C:6]([CH:11]=[C:10]([O:12][C:13]4[CH:14]=[N:15][C:16]([S:19]([CH3:22])(=[O:21])=[O:20])=[CH:17][CH:18]=4)[CH:9]=3)[O:5][C@@H:4]([CH3:35])[CH2:3][OH:2])=[CH:24][CH:25]=2)=[N:32]1. The yield is 0.740.